This data is from Forward reaction prediction with 1.9M reactions from USPTO patents (1976-2016). The task is: Predict the product of the given reaction. (1) The product is: [CH:23]1([N:22]2[C:21]3[CH:29]=[CH:30][C:31]([C:33]([OH:35])=[O:34])=[CH:32][C:20]=3[N:19]=[C:18]2[C:13]2[CH:12]=[C:11]3[C:10](=[CH:15][CH:14]=2)[N:9]=[C:8]([CH2:17][CH2:16][N:37]2[CH:41]=[CH:40][CH:39]=[N:38]2)[CH:6]=[CH:7]3)[CH2:24][CH2:25][CH2:26][CH2:27][CH2:28]1. Given the reactants BrC1C=CC(O)=[C:6]([C:8]2[CH:17]=[CH:16][C:15]3[C:10](=[CH:11][CH:12]=[C:13]([C:18]4[N:22]([CH:23]5[CH2:28][CH2:27][CH2:26][CH2:25][CH2:24]5)[C:21]5[CH:29]=[CH:30][C:31]([C:33]([OH:35])=[O:34])=[CH:32][C:20]=5[N:19]=4)[CH:14]=3)[N:9]=2)[CH:7]=1.[N:37]1(CCC(=O)C)[CH:41]=[CH:40][CH:39]=[N:38]1.[OH-].[K+], predict the reaction product. (2) Given the reactants Br[C:2]1[CH:7]=[CH:6][C:5]([CH:8]([CH3:15])[CH2:9][NH:10][S:11]([CH3:14])(=[O:13])=[O:12])=[CH:4][CH:3]=1.[CH3:16][O:17][C:18]1[CH:23]=[CH:22][C:21](B(O)O)=[CH:20][CH:19]=1, predict the reaction product. The product is: [CH3:16][O:17][C:18]1[CH:23]=[CH:22][C:21]([C:2]2[CH:7]=[CH:6][C:5]([CH:8]([CH3:15])[CH2:9][NH:10][S:11]([CH3:14])(=[O:13])=[O:12])=[CH:4][CH:3]=2)=[CH:20][CH:19]=1.